Dataset: M1 muscarinic receptor antagonist screen with 61,756 compounds. Task: Binary Classification. Given a drug SMILES string, predict its activity (active/inactive) in a high-throughput screening assay against a specified biological target. The molecule is Fc1cc2c(=O)c3C(N(CCN4CCOCC4)C(=O)c3oc2cc1)c1cc(OC)c(OC)cc1. The result is 0 (inactive).